This data is from Full USPTO retrosynthesis dataset with 1.9M reactions from patents (1976-2016). The task is: Predict the reactants needed to synthesize the given product. (1) Given the product [NH2:21][C:4]1[C:5]([C:12](=[O:20])[CH2:13][C:14]2[N:18]([CH3:19])[N:17]=[CH:16][N:15]=2)=[C:6]([CH:11]=[C:2]([F:1])[CH:3]=1)[C:7]([O:9][CH3:10])=[O:8], predict the reactants needed to synthesize it. The reactants are: [F:1][C:2]1[CH:3]=[C:4]([N+:21]([O-])=O)[C:5]([C:12](=[O:20])[CH2:13][C:14]2[N:18]([CH3:19])[N:17]=[CH:16][N:15]=2)=[C:6]([CH:11]=1)[C:7]([O:9][CH3:10])=[O:8].C([O-])=O.[NH4+]. (2) Given the product [CH2:1]([O:8][C:9]1[CH:18]=[CH:17][C:12]([C:13]([NH:15][O:16][CH:22]=[CH:21][C:20]([O:24][CH3:25])=[O:23])=[NH:14])=[C:11]([F:19])[CH:10]=1)[C:2]1[CH:3]=[CH:4][CH:5]=[CH:6][CH:7]=1, predict the reactants needed to synthesize it. The reactants are: [CH2:1]([O:8][C:9]1[CH:18]=[CH:17][C:12]([C:13]([NH:15][OH:16])=[NH:14])=[C:11]([F:19])[CH:10]=1)[C:2]1[CH:7]=[CH:6][CH:5]=[CH:4][CH:3]=1.[C:20]([O:24][CH3:25])(=[O:23])[C:21]#[CH:22].C(OCC)(=O)C. (3) Given the product [CH2:1]([O:3][C:4]([C:6]1([NH:15][C:16](=[O:25])[C:17]2[CH:22]=[CH:21][CH:20]=[C:19]([CH:26]=[C:27]([CH3:32])[CH3:28])[C:18]=2[CH3:24])[CH2:14][C:13]2[C:8](=[CH:9][CH:10]=[CH:11][CH:12]=2)[CH2:7]1)=[O:5])[CH3:2], predict the reactants needed to synthesize it. The reactants are: [CH2:1]([O:3][C:4]([C:6]1([NH:15][C:16](=[O:25])[C:17]2[CH:22]=[CH:21][CH:20]=[C:19](Br)[C:18]=2[CH3:24])[CH2:14][C:13]2[C:8](=[CH:9][CH:10]=[CH:11][CH:12]=2)[CH2:7]1)=[O:5])[CH3:2].[CH3:26][C:27]([CH3:32])=[CH:28]B(O)O. (4) Given the product [CH:1]1[C:13]2[CH:12]([CH2:14][C:15]([N:21]([CH:18]([CH3:20])[CH3:19])[NH:22][C:23](=[O:30])[C:24]3[CH:25]=[CH:26][CH:27]=[CH:28][CH:29]=3)=[O:16])[C:11]3[C:6](=[CH:7][CH:8]=[CH:9][CH:10]=3)[C:5]=2[CH:4]=[CH:3][CH:2]=1, predict the reactants needed to synthesize it. The reactants are: [CH:1]1[C:13]2[CH:12]([CH2:14][C:15](O)=[O:16])[C:11]3[C:6](=[CH:7][CH:8]=[CH:9][CH:10]=3)[C:5]=2[CH:4]=[CH:3][CH:2]=1.[CH:18]([NH:21][NH:22][C:23](=[O:30])[C:24]1[CH:29]=[CH:28][CH:27]=[CH:26][CH:25]=1)([CH3:20])[CH3:19].C(N(CC)CC)C.C1C=CC2N(O)N=NC=2C=1.CCN=C=NCCCN(C)C. (5) The reactants are: [C:1](Cl)(Cl)=[S:2].[Cl:5][C:6]1[CH:11]=[CH:10][C:9]([NH2:12])=[CH:8][C:7]=1[C:13]([F:16])([F:15])[F:14].N1C=CC=CC=1. Given the product [Cl:5][C:6]1[CH:11]=[CH:10][C:9]([N:12]=[C:1]=[S:2])=[CH:8][C:7]=1[C:13]([F:14])([F:15])[F:16], predict the reactants needed to synthesize it. (6) Given the product [C:13]([O:17][C:18](=[O:34])[C:19]1[CH:20]=[CH:21][C:22]([O:25][C:26]2[CH:31]=[CH:30][C:29]([NH:32][C:9]3[C:4]4[CH:3]=[C:2]([F:1])[N:12]=[CH:11][C:5]=4[N:6]=[CH:7][N:8]=3)=[CH:28][C:27]=2[CH3:33])=[CH:23][CH:24]=1)([CH3:16])([CH3:15])[CH3:14], predict the reactants needed to synthesize it. The reactants are: [F:1][C:2]1[N:12]=[CH:11][C:5]2[N:6]=[CH:7][NH:8][C:9](=O)[C:4]=2[CH:3]=1.[C:13]([O:17][C:18](=[O:34])[C:19]1[CH:24]=[CH:23][C:22]([O:25][C:26]2[CH:31]=[CH:30][C:29]([NH2:32])=[CH:28][C:27]=2[CH3:33])=[CH:21][CH:20]=1)([CH3:16])([CH3:15])[CH3:14].C(OC(=O)C1C=CC=C(OC2C=CC(NC3C4C=C(F)N=CC=4N=CN=3)=CC=2C)C=1)(C)(C)C.